This data is from Experimentally validated miRNA-target interactions with 360,000+ pairs, plus equal number of negative samples. The task is: Binary Classification. Given a miRNA mature sequence and a target amino acid sequence, predict their likelihood of interaction. (1) The miRNA is mmu-miR-3082-5p with sequence GACAGAGUGUGUGUGUCUGUGU. The protein sequence of the target gene is MAVLGITVALLVWIATLLLVSIWKQIYRSWNLPPGPFPIPFFGNIFQLDLKDIPKSLTKLAKRFGPVFTLHLGQRRIVVLHGYKAVKEVLLNHKNEFSGRGDIPVFQEYKNKGIIFNNGPTWKDVRRFSLSILRDWGMGKQGNEARIQREAHFLVEELKKTKGQPFDPTFLIGCAPCNVIADILFNKRFDYDDKKCLELMSLFNENFYLLSTPWIQAYNYFSDYLQYLPGSHRKVMKNVSEIRQYTLGKAKEHLKSLDINCPRDVTDCLLIEMEKEKHSQEPMYTMENISVTLADLFFAG.... Result: 1 (interaction). (2) The miRNA is hsa-miR-4468 with sequence AGAGCAGAAGGAUGAGAU. The protein sequence of the target gene is MLKQILSEMYIDPDLLAELSEEQKQILFFKMREEQIRRWKEREAAMERKESLPVKPRPKKENGKSVHWKLGADKEVWVWVMGEHHLDKPYDVLCNEIIAERARLKAEQEAEEPRKTHSEEFTNSLKTKSQYHDLQAPDNQQTKDIWKKVAEKEELEQGSRPAPTLEEEKIRSLSSSSRNIQQMLADSINRMKAYAFHQKKESMKKKQDEEINQIEEERTKQICKSWKEDSEWQASLRKSKAADEKRRSLAKQAREDYKRLSLGAQKGRGGERLQSPLRVPQKPERPPLPPKPQFLNSGAY.... Result: 1 (interaction). (3) The miRNA is hsa-miR-4521 with sequence GCUAAGGAAGUCCUGUGCUCAG. The protein sequence of the target gene is MLGGSSVDGERDTDDDAAGAVAAPPAIDFPAEVSDPKYDESDVPAELQVLKEPLQQPTFPFLVANQLLLVSLLEHLSHVHEPNPLHSKQVFKLLCQTFIKMGLLSSFTCSDEFSSLRLHHNRAITHLMRSAKERVRQDPCQDNSYMQKIRSREIAFEAQTSRYLNEFEELAILGKGGYGRVYKVRNKLDGQHYAIKKILIKSATKTDCMKVLREVKVLAGLQHPNIVGYHTAWIEHVHVVQPQDRVPIQLPSLEVLSEQEGDRDQGGVKDNESSSSIVFAELTPEKEKPFGESEVKNENN.... Result: 0 (no interaction). (4) The miRNA is hsa-miR-497-5p with sequence CAGCAGCACACUGUGGUUUGU. The protein sequence of the target gene is MRRDVNGVTKSRFEMFSNSDEAVINKKLPKELLLRIFSFLDVVTLCRCAQVSRAWNVLALDGSNWQRIDLFDFQRDIEGRVVENISKRCGGFLRKLSLRGCLGVGDNALRTFAQNCRNIEVLNLNGCTKTTDATCTSLSKFCSKLRHLDLASCTSITNMSLKALSEGCPLLEQLNISWCDQVTKDGIQALVRGCGGLKALFLKGCTQLEDEALKYIGAHCPELVTLNLQTCLQITDEGLITICRGCHKLQSLCASGCSNITDAILNALGQNCPRLRILEVARCSQLTDVGFTTLARNCHE.... Result: 1 (interaction). (5) The miRNA is mmu-miR-217-5p with sequence UACUGCAUCAGGAACUGACUGGA. The protein sequence of the target gene is MGGSLRVAVLGAPGVGKTAIIRQFLFGDYPERHRPTDGPRLYRPAVLLDGAVYDLSIRDGDVAGPGSSPGGPEEWPDAKDWSLQDTDAFVLVYDICSPDSFDYVKALRQRIAETRPAGAPEAPILVVGNKRDRQRLRFGPRRALAALVRRGWRCGYLECSAKYNWHVLRLFRELLRCALVRARPAHPALRLQGALHPARCSLM. Result: 0 (no interaction). (6) The protein sequence of the target gene is MPATRKPMRYGHTEGHTEVCFDDSGSFIVTCGSDGDVRIWEDLDDDDPKFINVGEKAYSCALKSGKLVTAVSNNTIQVHTFPEGVPDGILTRFTTNANHVVFNGDGTKIAAGSSDFLVKIVDVMDSSQQKTFRGHDAPVLSLSFDPKDIFLASASCDGSVRVWQISDQTCAISWPLLQKCNDVINAKSICRLAWQPKSGKLLAIPVEKSVKLYRRESWSHQFDLSDNFISQTLNIVTWSPCGQYLAAGSINGLIIVWNVETKDCMERVKHEKGYAICGLAWHPTCGRISYTDAEGNLGLL.... Result: 0 (no interaction). The miRNA is hsa-miR-6074 with sequence GAUAUUCAGAGGCUAGGUGG. (7) The miRNA is ath-miR160a-5p with sequence UGCCUGGCUCCCUGUAUGCCA. The protein sequence of the target gene is MQVSKRMLAGGVRSMPSPLLACWQPILLLVLGSVLSGSATGCPPRCECSAQDRAVLCHRKRFVAVPEGIPTETRLLDLGKNRIKTLNQDEFASFPHLEELELNENIVSAVEPGAFNNLFNLRTLGLRSNRLKLIPLGVFTGLSNLTKLDISENKIVILLDYMFQDLYNLKSLEVGDNDLVYISHRAFSGLNSLEQLTLEKCNLTSIPTEALSHLHGLIVLRLRHLNINAIRDYSFKRLYRLKVLEISHWPYLDTMTPNCLYGLNLTSLSITHCNLTAVPYLAVRHLVYLRFLNLSYNPIS.... Result: 0 (no interaction). (8) The miRNA is hsa-miR-6742-5p with sequence AGUGGGGUGGGACCCAGCUGUU. The protein sequence of the target gene is MGGIMAPKDIMTNTHAKSILNSMNSLRKSNTLCDVTLRVEQKDFPAHRIVLAACSDYFCAMFTSELSEKGKPYVDIQGLTASTMEILLDFVYTETVHVTVENVQELLPAACLLQLKGVKQACCEFLESQLDPSNCLGIRDFAETHNCVDLMQAAEVFSQKHFPEVVQHEEFILLSQGEVEKLIKCDEIQVDSEEPVFEAVINWVKHAKKEREESLPNLLQYVRMPLLTPRYITDVIDAEPFIRCSLQCRDLVDEAKKFHLRPELRSQMQGPRTRARLGANEVLLVVGGFGSQQSPIDVVE.... Result: 1 (interaction). (9) The miRNA is mmu-miR-712-5p with sequence CUCCUUCACCCGGGCGGUACC. The protein sequence of the target gene is MTEGRRCQVHLLDDRKLELLVQPKLLAKELLDLVASHFNLKEKEYFGIAFTDETGHLNWLQLDRRVLEHDFPKKSGPVVLYFCVRFYIESISYLKDNATIELFFLNAKSCIYKELIDVDSEVVFELASYILQEAKGDFSSNEVVRSDLKKLPALPTQALKEHPSLAYCEDRVIEYYKKLNGQTRGQAIVNYMSIVESLPTYGVHYYAVKDKQGIPWWLGLSYKGIFQYDYHDKVKPRKIFQWRQLENLYFREKKFSVEVHDPRRASVTRRTFGHSGIAVHTWYACPALIKSIWAMAISQH.... Result: 0 (no interaction). (10) The miRNA is mmu-miR-541-5p with sequence AAGGGAUUCUGAUGUUGGUCACACU. The protein sequence of the target gene is MSEQGGLTPTILEEGQTEPESAPENGILKSESLDEEEKLELQRRLAAQNQERRKSKSGAGKGKLTRSLAVCEESSARSGGESHQDQESIHLQLSSFPSLQEEDKSRKDDSEREKEKDKNREKLSERPKIRMLSKDCSQEYTDSTGIDLHGFLINTLKNNSRDRMILLKMEQEMIDFIADSNNHYKKFPQMSSYQRMLVHRVAAYFGLDHNVDQTGKSVIINKTSSTRIPEQRFCEHLKDEKSEESQKRFILKRDNSSIDKEDNQNRMHPFRDDRRSKSIEEREEEYQRVRERIFAHDSVC.... Result: 1 (interaction).